From a dataset of Full USPTO retrosynthesis dataset with 1.9M reactions from patents (1976-2016). Predict the reactants needed to synthesize the given product. Given the product [NH:15]1[C:16]2[C:11](=[CH:10][CH:9]=[CH:18][CH:17]=2)[CH:12]=[CH:13][C:14]1=[O:26], predict the reactants needed to synthesize it. The reactants are: C(S[C:9]1[CH:10]=[C:11]2[C:16](=[CH:17][CH:18]=1)[N:15]([C@@H]1CCCC[C@H]1O)[C:14](=[O:26])[CH:13]=[CH:12]2)C1C=CC=CC=1.C[Si]([N-][Si](C)(C)C)(C)C.[K+].O1CCCC1.IC.[Cl-].[NH4+].